From a dataset of Peptide-MHC class II binding affinity with 134,281 pairs from IEDB. Regression. Given a peptide amino acid sequence and an MHC pseudo amino acid sequence, predict their binding affinity value. This is MHC class II binding data. (1) The peptide sequence is GSCWAFSGVAATESA. The MHC is DRB1_0701 with pseudo-sequence DRB1_0701. The binding affinity (normalized) is 0.503. (2) The peptide sequence is KASTGGAYESYKFIPALEAA. The MHC is HLA-DPA10201-DPB10101 with pseudo-sequence HLA-DPA10201-DPB10101. The binding affinity (normalized) is 0.371. (3) The peptide sequence is NSYSGVEGEGLHKLGYI. The MHC is DRB1_0404 with pseudo-sequence DRB1_0404. The binding affinity (normalized) is 0.225. (4) The peptide sequence is SSIVKAALNVKRREG. The MHC is DRB1_0101 with pseudo-sequence DRB1_0101. The binding affinity (normalized) is 0.574. (5) The peptide sequence is EIGAVALDYPSGTSG. The MHC is DRB5_0101 with pseudo-sequence DRB5_0101. The binding affinity (normalized) is 0.295. (6) The peptide sequence is NAGFKAAVAAAAVVP. The MHC is HLA-DQA10102-DQB10502 with pseudo-sequence HLA-DQA10102-DQB10502. The binding affinity (normalized) is 0.393. (7) The MHC is DRB1_0101 with pseudo-sequence DRB1_0101. The peptide sequence is VGRSPEEILRILDGLQTDEL. The binding affinity (normalized) is 0.669. (8) The peptide sequence is KSRTLKSFFAWSLSD. The MHC is DRB1_0301 with pseudo-sequence DRB1_0301. The binding affinity (normalized) is 0.0127.